The task is: Predict the product of the given reaction.. This data is from Forward reaction prediction with 1.9M reactions from USPTO patents (1976-2016). (1) Given the reactants C(O[C@@H](C1C(C)=CC2N=C(C3C=CC4N(C)N=NC=4C=3)SC=2C=1C1C=CC(Cl)=CC=1)C(O)=O)(C)(C)C.[C:37]([O:41][C@@H:42]([C:48]1[C:66]([CH3:67])=[CH:65][C:51]2[N:52]=[C:53]([C:55]3[CH:56]=[CH:57][C:58]4[N:62]=[N:61][N:60]([CH3:63])[C:59]=4[CH:64]=3)[S:54][C:50]=2[C:49]=1[C:68]1[CH:73]=[CH:72][C:71]([Cl:74])=[CH:70][CH:69]=1)[C:43]([O:45]CC)=[O:44])([CH3:40])([CH3:39])[CH3:38], predict the reaction product. The product is: [C:37]([O:41][C@@H:42]([C:48]1[C:66]([CH3:67])=[CH:65][C:51]2[N:52]=[C:53]([C:55]3[CH:56]=[CH:57][C:58]4[N:62]=[N:61][N:60]([CH3:63])[C:59]=4[CH:64]=3)[S:54][C:50]=2[C:49]=1[C:68]1[CH:69]=[CH:70][C:71]([Cl:74])=[CH:72][CH:73]=1)[C:43]([OH:45])=[O:44])([CH3:40])([CH3:38])[CH3:39]. (2) Given the reactants [CH3:1][O:2][C:3]1[CH:8]=[CH:7][C:6]([NH:9][C:10]2[C:22]3[C:21]4[C:16](=[CH:17][CH:18]=[CH:19][CH:20]=4)[NH:15][C:14]=3[N:13]=[C:12]([NH:23]C(=O)C(C)(C)C)[N:11]=2)=[CH:5][CH:4]=1.[OH-].[Na+].C(Cl)(Cl)Cl.CO, predict the reaction product. The product is: [CH3:1][O:2][C:3]1[CH:4]=[CH:5][C:6]([NH:9][C:10]2[C:22]3[C:21]4[C:16](=[CH:17][CH:18]=[CH:19][CH:20]=4)[NH:15][C:14]=3[N:13]=[C:12]([NH2:23])[N:11]=2)=[CH:7][CH:8]=1. (3) Given the reactants [Cl:1][C:2]1[CH:7]=[CH:6][C:5]([C@@H:8]([CH3:20])[C:9](N2[C@H](C(C)C)COC2=O)=[O:10])=[CH:4][CH:3]=1.[OH:21]O.[Li+].[OH-], predict the reaction product. The product is: [Cl:1][C:2]1[CH:3]=[CH:4][C:5]([C@@H:8]([CH3:20])[C:9]([OH:10])=[O:21])=[CH:6][CH:7]=1. (4) Given the reactants [N:1]1([CH2:6][CH2:7][CH2:8][NH:9][C:10]2[CH:15]=[CH:14][C:13]([N+:16]([O-])=O)=[CH:12][C:11]=2[F:19])[CH:5]=[N:4][N:3]=[N:2]1, predict the reaction product. The product is: [N:1]1([CH2:6][CH2:7][CH2:8][NH:9][C:10]2[CH:15]=[CH:14][C:13]([NH2:16])=[CH:12][C:11]=2[F:19])[CH:5]=[N:4][N:3]=[N:2]1. (5) Given the reactants [Cl:1][C:2]1[CH:7]=[CH:6][C:5]([CH2:8][CH2:9][NH:10][CH2:11][C:12]2[C:13]([C:24]3[CH:28]=[CH:27][S:26][CH:25]=3)=[N:14][C:15]3[C:20]([CH:21]=2)=[CH:19][CH:18]=[C:17]([O:22][CH3:23])[CH:16]=3)=[CH:4][CH:3]=1.[CH3:29][S:30](Cl)(=[O:32])=[O:31], predict the reaction product. The product is: [Cl:1][C:2]1[CH:7]=[CH:6][C:5]([CH2:8][CH2:9][N:10]([CH2:11][C:12]2[C:13]([C:24]3[CH:28]=[CH:27][S:26][CH:25]=3)=[N:14][C:15]3[C:20]([CH:21]=2)=[CH:19][CH:18]=[C:17]([O:22][CH3:23])[CH:16]=3)[S:30]([CH3:29])(=[O:32])=[O:31])=[CH:4][CH:3]=1. (6) Given the reactants CC(C)([O-])C.[Na+].O1CCCC1.Br[C:13]1[CH:18]=[CH:17][CH:16]=[CH:15][CH:14]=1.[C:19]([C:23]1[CH:28]=[CH:27][CH:26]=[CH:25][CH:24]=1)(=[O:22])[CH2:20][CH3:21], predict the reaction product. The product is: [C:23]1([C:19](=[O:22])[CH:20]([C:13]2[CH:18]=[CH:17][CH:16]=[CH:15][CH:14]=2)[CH3:21])[CH:28]=[CH:27][CH:26]=[CH:25][CH:24]=1. (7) Given the reactants C(OC([N:8]1[CH2:11][C:10]2([CH2:14][N:13]([C:15]3[N:20]=[C:19]([N:21]4[C:25]5[CH:26]=[CH:27][CH:28]=[CH:29][C:24]=5[N:23]=[C:22]4[CH:30]([F:32])[F:31])[N:18]=[C:17]([N:33]4[CH2:38][CH2:37][O:36][CH2:35][CH2:34]4)[N:16]=3)[CH2:12]2)[CH2:9]1)=O)(C)(C)C, predict the reaction product. The product is: [F:32][CH:30]([F:31])[C:22]1[N:21]([C:19]2[N:20]=[C:15]([N:13]3[CH2:14][C:10]4([CH2:11][NH:8][CH2:9]4)[CH2:12]3)[N:16]=[C:17]([N:33]3[CH2:34][CH2:35][O:36][CH2:37][CH2:38]3)[N:18]=2)[C:25]2[CH:26]=[CH:27][CH:28]=[CH:29][C:24]=2[N:23]=1.